Dataset: Peptide-MHC class I binding affinity with 185,985 pairs from IEDB/IMGT. Task: Regression. Given a peptide amino acid sequence and an MHC pseudo amino acid sequence, predict their binding affinity value. This is MHC class I binding data. (1) The peptide sequence is YYQSGLSIVMP. The MHC is HLA-B08:01 with pseudo-sequence HLA-B08:01. The binding affinity (normalized) is 0. (2) The peptide sequence is FMSRKLHRY. The MHC is HLA-B57:01 with pseudo-sequence HLA-B57:01. The binding affinity (normalized) is 0.0847. (3) The peptide sequence is IYTDEVYDY. The MHC is HLA-A68:02 with pseudo-sequence HLA-A68:02. The binding affinity (normalized) is 0.0847. (4) The peptide sequence is IITRYYPL. The MHC is H-2-Db with pseudo-sequence H-2-Db. The binding affinity (normalized) is 0.225. (5) The peptide sequence is ITASKDLCF. The binding affinity (normalized) is 0.0847. The MHC is HLA-B40:01 with pseudo-sequence HLA-B40:01. (6) The peptide sequence is SMGVYQILA. The MHC is HLA-A02:01 with pseudo-sequence HLA-A02:01. The binding affinity (normalized) is 0.364. (7) The peptide sequence is IMDASSFTL. The MHC is HLA-A11:01 with pseudo-sequence HLA-A11:01. The binding affinity (normalized) is 0.0847. (8) The peptide sequence is RKRLRLIHL. The MHC is Mamu-B08 with pseudo-sequence Mamu-B08. The binding affinity (normalized) is 0.849. (9) The peptide sequence is VQGYERIMY. The MHC is HLA-B27:05 with pseudo-sequence HLA-B27:05. The binding affinity (normalized) is 0.0847.